Dataset: Full USPTO retrosynthesis dataset with 1.9M reactions from patents (1976-2016). Task: Predict the reactants needed to synthesize the given product. (1) Given the product [CH2:1]([N:3]1[CH2:8][CH2:7][CH:6]([C:9]2[CH:14]=[CH:13][CH:12]=[C:11]([C:20]#[N:21])[C:10]=2[C:45]#[N:42])[CH2:5][CH2:4]1)[CH3:2], predict the reactants needed to synthesize it. The reactants are: [CH2:1]([N:3]1[CH2:8][CH2:7][CH:6]([C:9]2[CH:14]=[CH:13][CH:12]=[C:11](S(C)(=O)=O)[C:10]=2F)[CH2:5][CH2:4]1)[CH3:2].[C-:20]#[N:21].[Na+].C1OCCOCCOCCOCCOCCOC1.C[N:42]([CH3:45])C=O. (2) Given the product [CH:1]1([O:5][C:15](=[O:26])[NH:27][C:28]2[CH:33]=[CH:32][N:31]([CH2:34][CH2:35][CH2:36][CH2:37][C:38]3[S:42][C:41]([C:43](=[O:44])[NH:45][CH2:46][C:47]4[CH:48]=[N:49][C:50]([CH3:53])=[CH:51][CH:52]=4)=[N:40][N:39]=3)[C:30](=[O:54])[C:29]=2[F:55])[CH2:4][CH2:3][CH2:2]1, predict the reactants needed to synthesize it. The reactants are: [CH:1]1([OH:5])[CH2:4][CH2:3][CH2:2]1.CCN(C(C)C)C(C)C.[C:15](=[O:26])(OC(Cl)(Cl)Cl)OC(Cl)(Cl)Cl.[NH2:27][C:28]1[CH:33]=[CH:32][N:31]([CH2:34][CH2:35][CH2:36][CH2:37][C:38]2[S:42][C:41]([C:43]([NH:45][CH2:46][C:47]3[CH:48]=[N:49][C:50]([CH3:53])=[CH:51][CH:52]=3)=[O:44])=[N:40][N:39]=2)[C:30](=[O:54])[C:29]=1[F:55]. (3) The reactants are: Cl[C:2]1[CH:7]=[CH:6][N:5]=[C:4]2[CH:8]=[C:9]([C:11]([O:13][CH3:14])=[O:12])[S:10][C:3]=12.[F:15][C:16]1[CH:21]=[C:20]([N+:22]([O-:24])=[O:23])[CH:19]=[CH:18][C:17]=1[OH:25].C([O-])([O-])=O.[K+].[K+]. Given the product [F:15][C:16]1[CH:21]=[C:20]([N+:22]([O-:24])=[O:23])[CH:19]=[CH:18][C:17]=1[O:25][C:2]1[CH:7]=[CH:6][N:5]=[C:4]2[CH:8]=[C:9]([C:11]([O:13][CH3:14])=[O:12])[S:10][C:3]=12, predict the reactants needed to synthesize it. (4) The reactants are: [Cl:1][C:2]1[CH:10]=[C:9]2[C:5]([CH2:6][O:7][C:8]2=[O:11])=[C:4]([N+:12]([O-])=O)[CH:3]=1.[H][H]. Given the product [NH2:12][C:4]1[CH:3]=[C:2]([Cl:1])[CH:10]=[C:9]2[C:5]=1[CH2:6][O:7][C:8]2=[O:11], predict the reactants needed to synthesize it. (5) Given the product [OH:8][C:9]1[CH:14]=[C:13]([CH2:15][CH:17]([OH:16])[CH2:18][CH2:19][CH2:20][CH3:21])[CH:12]=[CH:11][C:10]=1[N:22]1[S:26](=[O:28])(=[O:27])[NH:25][C:24](=[O:29])[CH2:23]1, predict the reactants needed to synthesize it. The reactants are: C([O:8][C:9]1[CH:14]=[C:13]([CH:15]2[CH:17]([CH2:18][CH2:19][CH2:20][CH3:21])[O:16]2)[CH:12]=[CH:11][C:10]=1[N:22]1[S:26](=[O:28])(=[O:27])[NH:25][C:24](=[O:29])[CH2:23]1)C1C=CC=CC=1. (6) The reactants are: Cl[C:2]1[N:20]=[C:5]2[C:6]([NH:10][CH2:11][C:12]3[CH:17]=[CH:16][CH:15]=[C:14]([O:18][CH3:19])[CH:13]=3)=[CH:7][CH:8]=[CH:9][N:4]2[N:3]=1.[NH2:21][C:22]1[CH:27]=[CH:26][N:25]=[CH:24][CH:23]=1. Given the product [CH3:19][O:18][C:14]1[CH:13]=[C:12]([CH:17]=[CH:16][CH:15]=1)[CH2:11][NH:10][C:6]1[C:5]2[N:4]([N:3]=[C:2]([NH:21][C:22]3[CH:27]=[CH:26][N:25]=[CH:24][CH:23]=3)[N:20]=2)[CH:9]=[CH:8][CH:7]=1, predict the reactants needed to synthesize it. (7) Given the product [CH3:17][C:15]1[S:16][C:12]2[CH:11]=[CH:10][C:9]([NH:8][C:6]3[CH:5]=[N:4][CH:3]=[C:2]([C:22]4[CH:23]=[CH:24][N:19]=[CH:20][CH:21]=4)[N:7]=3)=[CH:18][C:13]=2[N:14]=1, predict the reactants needed to synthesize it. The reactants are: Cl[C:2]1[N:7]=[C:6]([NH:8][C:9]2[CH:10]=[CH:11][C:12]3[S:16][C:15]([CH3:17])=[N:14][C:13]=3[CH:18]=2)[CH:5]=[N:4][CH:3]=1.[N:19]1[CH:24]=[CH:23][C:22](B(O)O)=[CH:21][CH:20]=1.C(=O)([O-])[O-].[Na+].[Na+].